From a dataset of Forward reaction prediction with 1.9M reactions from USPTO patents (1976-2016). Predict the product of the given reaction. (1) Given the reactants [CH3:1][O:2][C:3]([C:5]1[CH:14]=[CH:13][C:12]2[C:7](=[CH:8][CH:9]=[C:10]([O:42][CH3:43])[C:11]=2[CH2:15][N:16]2[C:22](=[O:23])[C@@H:21]([NH:24][C:25](=[O:37])[C@@H:26]([N:28]([C:30]([O:32][C:33]([CH3:36])([CH3:35])[CH3:34])=[O:31])[CH3:29])[CH3:27])[CH2:20][NH:19][C:18]3[CH:38]=[CH:39][CH:40]=[CH:41][C:17]2=3)[CH:6]=1)=[O:4].[CH:44]1[C:56]2[CH:55]([CH2:57][O:58][C:59]([NH:61][CH2:62][CH2:63][CH2:64][C:65](O)=[O:66])=[O:60])[C:54]3[C:49](=[CH:50][CH:51]=[CH:52][CH:53]=3)[C:48]=2[CH:47]=[CH:46][CH:45]=1.O=P(Cl)(Cl)Cl, predict the reaction product. The product is: [CH3:1][O:2][C:3]([C:5]1[CH:14]=[CH:13][C:12]2[C:7](=[CH:8][CH:9]=[C:10]([O:42][CH3:43])[C:11]=2[CH2:15][N:16]2[C:22](=[O:23])[C@@H:21]([NH:24][C:25](=[O:37])[C@@H:26]([N:28]([C:30]([O:32][C:33]([CH3:35])([CH3:36])[CH3:34])=[O:31])[CH3:29])[CH3:27])[CH2:20][N:19]([C:65](=[O:66])[CH2:64][CH2:63][CH2:62][NH:61][C:59]([O:58][CH2:57][CH:55]3[C:54]4[CH:53]=[CH:52][CH:51]=[CH:50][C:49]=4[C:48]4[C:56]3=[CH:44][CH:45]=[CH:46][CH:47]=4)=[O:60])[C:18]3[CH:38]=[CH:39][CH:40]=[CH:41][C:17]2=3)[CH:6]=1)=[O:4]. (2) Given the reactants [OH:1][C@@H:2]([C@H:4]1[C:24](=[O:25])[N:6]2[C@@H:7]([C:11]([O:13][CH2:14][C:15]3[CH:20]=[CH:19][C:18]([N+:21]([O-:23])=[O:22])=[CH:17][CH:16]=3)=[O:12])[C:8](=O)[CH2:9][C@H:5]12)[CH3:3].[N+:26]([C:29]1[CH:63]=[CH:62][C:32]([CH2:33][O:34][C:35]([NH:37][CH2:38][CH2:39][S:40][C:41]2[N:42]=[CH:43][N:44]3[CH:48]=[C:47]([Sn](CCCC)(CCCC)CCCC)[S:46][C:45]=23)=[O:36])=[CH:31][CH:30]=1)([O-:28])=[O:27], predict the reaction product. The product is: [OH:1][C@@H:2]([C@H:4]1[C:24](=[O:25])[N:6]2[C:7]([C:11]([O:13][CH2:14][C:15]3[CH:20]=[CH:19][C:18]([N+:21]([O-:23])=[O:22])=[CH:17][CH:16]=3)=[O:12])=[C:8]([C:47]3[S:46][C:45]4=[C:41]([S:40][CH2:39][CH2:38][NH:37][C:35]([O:34][CH2:33][C:32]5[CH:62]=[CH:63][C:29]([N+:26]([O-:28])=[O:27])=[CH:30][CH:31]=5)=[O:36])[N:42]=[CH:43][N:44]4[CH:48]=3)[CH2:9][C@H:5]12)[CH3:3]. (3) Given the reactants Cl.Cl.[CH3:3][O:4][CH2:5][CH2:6][N:7]1[CH2:11][C@@H:10]([C:12]2[CH:17]=[CH:16][CH:15]=[CH:14][CH:13]=2)[C@H:9]([NH:18][C:19]([NH:21][C:22]2[N:26]([C:27]3[CH:32]=[CH:31][CH:30]=[CH:29][CH:28]=3)[N:25]=[C:24]3[CH2:33][NH:34][CH2:35][C:23]=23)=[O:20])[CH2:8]1.CCN(C(C)C)C(C)C.C(#N)C.[C:48](O)(=[O:50])[CH3:49].CN(C(ON1N=NC2C=CC=NC1=2)=[N+](C)C)C.F[P-](F)(F)(F)(F)F, predict the reaction product. The product is: [C:48]([N:34]1[CH2:35][C:23]2[C:24](=[N:25][N:26]([C:27]3[CH:32]=[CH:31][CH:30]=[CH:29][CH:28]=3)[C:22]=2[NH:21][C:19]([NH:18][C@H:9]2[C@H:10]([C:12]3[CH:17]=[CH:16][CH:15]=[CH:14][CH:13]=3)[CH2:11][N:7]([CH2:6][CH2:5][O:4][CH3:3])[CH2:8]2)=[O:20])[CH2:33]1)(=[O:50])[CH3:49]. (4) Given the reactants [F:1][C:2]1[CH:19]=[CH:18][C:5]([C:6]([N:8]2[CH2:13][CH2:12][CH2:11][C@H:10]([C:14]([NH:16][OH:17])=[NH:15])[CH2:9]2)=[O:7])=[CH:4][CH:3]=1.[F:20][C:21]1[CH:30]=[CH:29][C:24]([CH2:25][N:26]=[C:27]=O)=[CH:23][CH:22]=1, predict the reaction product. The product is: [F:20][C:21]1[CH:30]=[CH:29][C:24]([CH2:25][NH:26][C:27]2[O:17][N:16]=[C:14]([C@H:10]3[CH2:11][CH2:12][CH2:13][N:8]([C:6]([C:5]4[CH:18]=[CH:19][C:2]([F:1])=[CH:3][CH:4]=4)=[O:7])[CH2:9]3)[N:15]=2)=[CH:23][CH:22]=1. (5) Given the reactants CN(C=O)C.[CH3:6][C:7]1([CH3:32])[CH2:11][C:10]2[C:12]([CH3:31])=[C:13]([N:18]3[CH2:23][CH2:22][N:21]([C:24]4[CH:29]=[CH:28][C:27]([CH3:30])=[CH:26][CH:25]=4)[CH2:20][CH2:19]3)[C:14]([CH3:17])=[C:15]([OH:16])[C:9]=2[O:8]1.Br[CH2:34][CH2:35][O:36][CH3:37].C(=O)([O-])[O-].[K+].[K+], predict the reaction product. The product is: [CH3:37][O:36][CH2:35][CH2:34][O:16][C:15]1[C:9]2[O:8][C:7]([CH3:32])([CH3:6])[CH2:11][C:10]=2[C:12]([CH3:31])=[C:13]([N:18]2[CH2:19][CH2:20][N:21]([C:24]3[CH:25]=[CH:26][C:27]([CH3:30])=[CH:28][CH:29]=3)[CH2:22][CH2:23]2)[C:14]=1[CH3:17]. (6) Given the reactants [CH:1]([C:3]1[CH:17]=[CH:16][C:6]([O:7][C:8]2[S:9][C:10]([C:13]([NH2:15])=[O:14])=[CH:11][N:12]=2)=[CH:5][CH:4]=1)=O.[CH2:18]([NH2:23])[CH2:19][CH:20]([CH3:22])[CH3:21].[BH4-].[Na+], predict the reaction product. The product is: [CH3:21][CH:20]([CH3:22])[CH2:19][CH2:18][NH:23][CH2:1][C:3]1[CH:17]=[CH:16][C:6]([O:7][C:8]2[S:9][C:10]([C:13]([NH2:15])=[O:14])=[CH:11][N:12]=2)=[CH:5][CH:4]=1. (7) Given the reactants [F:1][C:2]1[CH:7]=[CH:6][C:5]([C:8]2(O)[C:12]3[C:13]([CH3:33])=[C:14]([N:19]4[CH2:24][CH2:23][N:22]([C:25]5[CH:30]=[CH:29][C:28]([O:31][CH3:32])=[CH:27][CH:26]=5)[CH2:21][CH2:20]4)[C:15]([CH3:18])=[C:16]([CH3:17])[C:11]=3[O:10][C:9]2([CH3:35])[CH3:34])=[CH:4][CH:3]=1, predict the reaction product. The product is: [F:1][C:2]1[CH:7]=[CH:6][C:5]([CH:8]2[C:12]3[C:13]([CH3:33])=[C:14]([N:19]4[CH2:24][CH2:23][N:22]([C:25]5[CH:26]=[CH:27][C:28]([O:31][CH3:32])=[CH:29][CH:30]=5)[CH2:21][CH2:20]4)[C:15]([CH3:18])=[C:16]([CH3:17])[C:11]=3[O:10][C:9]2([CH3:35])[CH3:34])=[CH:4][CH:3]=1. (8) Given the reactants [OH:1][C:2]1[CH:7]=[C:6]([N+:8]([O-:10])=[O:9])[CH:5]=[CH:4][C:3]=1[C:11]1[S:12][C:13]2[CH:19]=[CH:18][CH:17]=[CH:16][C:14]=2[N:15]=1.C1(P(C2C=CC=CC=2)C2C=CC=CC=2)C=CC=CC=1.[CH3:39][O:40][CH2:41][CH2:42][O:43][CH2:44][CH2:45][O:46][CH2:47][CH2:48]O.CC(OC(/N=N/C(OC(C)C)=O)=O)C, predict the reaction product. The product is: [CH3:39][O:40][CH2:41][CH2:42][O:43][CH2:44][CH2:45][O:46][CH2:47][CH2:48][O:1][C:2]1[CH:7]=[C:6]([N+:8]([O-:10])=[O:9])[CH:5]=[CH:4][C:3]=1[C:11]1[S:12][C:13]2[CH:19]=[CH:18][CH:17]=[CH:16][C:14]=2[N:15]=1. (9) Given the reactants [Br:1][C:2]1[CH:7]=[CH:6][C:5]([S:8][C:9]2[N:14]=[C:13]([CH3:15])[C:12]([CH:16]=[O:17])=[CH:11][CH:10]=2)=[CH:4][C:3]=1[CH3:18].[BH-](OC(C)=O)(OC(C)=O)OC(C)=O.[Na+], predict the reaction product. The product is: [Br:1][C:2]1[CH:7]=[CH:6][C:5]([S:8][C:9]2[N:14]=[C:13]([CH3:15])[C:12]([CH2:16][OH:17])=[CH:11][CH:10]=2)=[CH:4][C:3]=1[CH3:18].